Dataset: Full USPTO retrosynthesis dataset with 1.9M reactions from patents (1976-2016). Task: Predict the reactants needed to synthesize the given product. (1) Given the product [O:12]=[C:9]1[CH2:8][O:7][C:6]2[CH:5]=[CH:4][CH:3]=[C:2]([O:1][CH2:20][C:21]([O:23][CH2:24][CH3:25])=[O:22])[C:11]=2[NH:10]1, predict the reactants needed to synthesize it. The reactants are: [OH:1][C:2]1[C:11]2[NH:10][C:9](=[O:12])[CH2:8][O:7][C:6]=2[CH:5]=[CH:4][CH:3]=1.C([O-])([O-])=O.[K+].[K+].Br[CH2:20][C:21]([O:23][CH2:24][CH3:25])=[O:22]. (2) Given the product [F:13][C:14]([F:19])([F:18])[C:53]([OH:54])=[O:31].[F:40][C:21]([F:20])([F:39])[C:22]1[CH:23]=[CH:24][C:25]([C@:28]2([NH:38][C:6]([NH:17][C@@H:15]([CH3:16])[C:14]([F:19])([F:18])[F:13])=[O:7])[C:33]3=[N:34][CH:35]=[CH:36][CH:37]=[C:32]3[O:31][CH2:30][CH2:29]2)=[CH:26][CH:27]=1, predict the reactants needed to synthesize it. The reactants are: C1N=CN([C:6](N2C=NC=C2)=[O:7])C=1.[F:13][C:14]([F:19])([F:18])[C@@H:15]([NH2:17])[CH3:16].[F:20][C:21]([F:40])([F:39])[C:22]1[CH:27]=[CH:26][C:25]([C:28]2([NH2:38])[C:33]3=[N:34][CH:35]=[CH:36][CH:37]=[C:32]3[O:31][CH2:30][CH2:29]2)=[CH:24][CH:23]=1.CCN(C(C)C)C(C)C.CN([CH:53]=[O:54])C. (3) Given the product [OH:1][C:2]1[CH:9]=[CH:8][C:5]([CH:6]=[C:14]2[S:10][C:11](=[O:16])[NH:12][C:13]2=[O:15])=[CH:4][CH:3]=1, predict the reactants needed to synthesize it. The reactants are: [OH:1][C:2]1[CH:9]=[CH:8][C:5]([CH:6]=O)=[CH:4][CH:3]=1.[S:10]1[CH2:14][C:13](=[O:15])[NH:12][C:11]1=[O:16].C(O)(=O)C1C=CC=CC=1.N1CCCCC1. (4) Given the product [O:16]=[C:14]1[C:9]2[NH:10][C:6]([C:4]([O:3][CH2:1][CH3:2])=[O:5])=[CH:7][C:8]=2[CH2:11][CH2:12][CH2:13]1, predict the reactants needed to synthesize it. The reactants are: [CH2:1]([O:3][C:4]([C:6]1[NH:10][CH:9]=[C:8]([CH2:11][CH2:12][CH2:13][C:14]([OH:16])=O)[CH:7]=1)=[O:5])[CH3:2].FC(F)(F)C(OC(=O)C(F)(F)F)=O. (5) Given the product [CH:29]12[CH2:45][CH:32]([CH2:31][CH2:30]1)[CH2:33][CH:34]2[C:36]([F:42])([F:35])[C:2]([F:8])([F:1])[S:3]([O-:6])(=[O:5])=[O:4].[CH:9]1([S:15][C:16]2[CH:21]=[CH:20][C:19]([S+:22]([C:29]3[CH:30]=[CH:31][CH:32]=[CH:33][CH:34]=3)[C:23]3[CH:24]=[CH:25][CH:26]=[CH:27][CH:28]=3)=[CH:18][CH:17]=2)[CH2:14][CH2:13][CH2:12][CH2:11][CH2:10]1, predict the reactants needed to synthesize it. The reactants are: [F:1][C:2]([F:8])(F)[S:3]([O-:6])(=[O:5])=[O:4].[CH:9]1([S:15][C:16]2[CH:21]=[CH:20][C:19]([S+:22]([C:29]3[CH:34]=[CH:33][CH:32]=[CH:31][CH:30]=3)[C:23]3[CH:28]=[CH:27][CH:26]=[CH:25][CH:24]=3)=[CH:18][CH:17]=2)[CH2:14][CH2:13][CH2:12][CH2:11][CH2:10]1.[F:35][C:36]([F:42])(F)S([O-])(=O)=O.ClCl.[CH3:45]O.